Dataset: Full USPTO retrosynthesis dataset with 1.9M reactions from patents (1976-2016). Task: Predict the reactants needed to synthesize the given product. (1) Given the product [Cl:32][C:29]1[CH:30]=[CH:31][C:26]([O:22][C:19]2[CH:18]=[CH:17][C:16]([C:15]([NH:14][C:11]3[CH:10]=[CH:9][C:8]([N:5]4[CH2:6][CH2:7][CH:3]([N:2]([CH3:24])[CH3:1])[CH2:4]4)=[CH:13][CH:12]=3)=[O:23])=[CH:21][CH:20]=2)=[N:27][CH:28]=1, predict the reactants needed to synthesize it. The reactants are: [CH3:1][N:2]([CH3:24])[CH:3]1[CH2:7][CH2:6][N:5]([C:8]2[CH:13]=[CH:12][C:11]([NH:14][C:15](=[O:23])[C:16]3[CH:21]=[CH:20][C:19]([OH:22])=[CH:18][CH:17]=3)=[CH:10][CH:9]=2)[CH2:4]1.Cl[C:26]1[CH:31]=[CH:30][C:29]([Cl:32])=[CH:28][N:27]=1.C(=O)([O-])[O-].[K+].[K+]. (2) Given the product [CH3:23][O:22][C:20](=[O:21])[CH2:19][C@H:16]1[C:15]2[CH:24]=[CH:25][C:12]([O:11][C@H:9]3[C:10]4[C:6](=[C:5]([O:44][C:31]5[CH:32]=[C:33]([F:43])[C:34]([O:36][CH2:37][CH2:38][C:39]([OH:42])([CH3:40])[CH3:41])=[CH:35][C:30]=5[F:29])[CH:4]=[CH:3][C:2]=4[F:1])[CH2:7][CH2:8]3)=[CH:13][C:14]=2[O:18][CH2:17]1, predict the reactants needed to synthesize it. The reactants are: [F:1][C:2]1[CH:3]=[CH:4][C:5](B(O)O)=[C:6]2[C:10]=1[C@H:9]([O:11][C:12]1[CH:25]=[CH:24][C:15]3[C@H:16]([CH2:19][C:20]([O:22][CH3:23])=[O:21])[CH2:17][O:18][C:14]=3[CH:13]=1)[CH2:8][CH2:7]2.[F:29][C:30]1[CH:35]=[C:34]([O:36][CH2:37][CH2:38][C:39]([OH:42])([CH3:41])[CH3:40])[C:33]([F:43])=[CH:32][C:31]=1[OH:44]. (3) Given the product [Cl:1][C:2]1[CH:3]=[C:4]2[C:8](=[CH:9][CH:10]=1)[NH:7][CH:6]=[C:5]2[CH2:11][CH2:12][NH:13][C:14](=[O:23])[C:15]1[CH:20]=[CH:19][C:18]([CH2:21][C:27]2[CH:28]=[CH:29][CH:30]=[CH:31][C:26]=2[O:25][CH3:24])=[CH:17][CH:16]=1, predict the reactants needed to synthesize it. The reactants are: [Cl:1][C:2]1[CH:3]=[C:4]2[C:8](=[CH:9][CH:10]=1)[NH:7][CH:6]=[C:5]2[CH2:11][CH2:12][NH:13][C:14](=[O:23])[C:15]1[CH:20]=[CH:19][C:18]([CH2:21]Cl)=[CH:17][CH:16]=1.[CH3:24][O:25][C:26]1[CH:31]=[CH:30][CH:29]=[CH:28][C:27]=1B(O)O.C(=O)([O-])[O-].[Na+].[Na+].[I-].[Na+]. (4) Given the product [Br:1][C:2]1[CH:3]=[CH:4][C:5]([C:8]#[C:9][C:10]2[C:23]3[C:18]([C:17]([C:25]#[C:26][C:27]4[CH:28]=[CH:29][C:30]([Br:33])=[CH:31][CH:32]=4)=[C:16]4[C:11]=2[CH:12]=[CH:13][CH:14]=[CH:15]4)=[CH:19][CH:20]=[CH:21][CH:22]=3)=[CH:6][CH:7]=1, predict the reactants needed to synthesize it. The reactants are: [Br:1][C:2]1[CH:7]=[CH:6][C:5]([C:8]#[C:9][C:10]2(O)[C:23]3[CH:22]=[CH:21][CH:20]=[CH:19][C:18]=3[C:17]([C:25]#[C:26][C:27]3[CH:32]=[CH:31][C:30]([Br:33])=[CH:29][CH:28]=3)(O)[C:16]3[C:11]2=[CH:12][CH:13]=[CH:14][CH:15]=3)=[CH:4][CH:3]=1.O.O.[Sn](Cl)Cl. (5) Given the product [Cl:12][C:13]1[CH:14]=[CH:15][C:16]([C:19]2[CH2:24][CH2:23][C:22]([CH3:25])([CH3:26])[CH2:21][C:20]=2[CH2:27][N:32]2[CH2:31][CH2:30][N:29]([C:35]3[CH:36]=[CH:37][C:38]([C:39]([O:41][CH2:42][CH3:43])=[O:40])=[CH:44][CH:45]=3)[CH2:34][CH2:33]2)=[CH:17][CH:18]=1, predict the reactants needed to synthesize it. The reactants are: O/C=C1/C(=O)CCC(C)(C)C/1.[Cl:12][C:13]1[CH:18]=[CH:17][C:16]([C:19]2[CH2:24][CH2:23][C:22]([CH3:26])([CH3:25])[CH2:21][C:20]=2[CH:27]=O)=[CH:15][CH:14]=1.[N:29]1([C:35]2[CH:45]=[CH:44][C:38]([C:39]([O:41][CH2:42][CH3:43])=[O:40])=[CH:37][CH:36]=2)[CH2:34][CH2:33][NH:32][CH2:31][CH2:30]1.